Predict the reaction yield, written as a fraction of the theoretical maximum amount of product (1.0 means a 100% yield; for example, 0.34 means a 34% yield). From a dataset of Reaction yield outcomes from USPTO patents with 853,638 reactions. (1) The reactants are [Cl:1][C:2]([Cl:9])([Cl:8])[CH2:3][O:4][C:5](Cl)=[O:6].Cl.[OH:11][CH:12]1[O:20][C@H:19]([CH2:21][OH:22])[C@@H:17]([OH:18])[C@H:15]([OH:16])[C@H:13]1[NH2:14].C([O-])(O)=O.[Na+]. The catalyst is O. The product is [Cl:1][C:2]([Cl:9])([Cl:8])[CH2:3][O:4][C:5]([NH:14][C@H:13]([C@H:15]([C@@H:17]([C@@H:19]([CH2:21][OH:22])[OH:20])[OH:18])[OH:16])[CH:12]=[O:11])=[O:6]. The yield is 0.900. (2) The product is [F:1][C:2]1[CH:7]=[CH:6][C:5]([C:8]2[C:19](=[O:20])[N:18]([CH3:21])[C:11]3[N:12]=[C:13]([NH:39][CH3:38])[N:14]=[CH:15][C:10]=3[CH:9]=2)=[CH:4][C:3]=1[NH:22][C:23]([NH:25][C:26]1[CH:31]=[C:30]([C:32]2[CH:37]=[CH:36][CH:35]=[CH:34][CH:33]=2)[N:29]=[CH:28][N:27]=1)=[O:24]. The yield is 0.540. No catalyst specified. The reactants are [F:1][C:2]1[CH:7]=[CH:6][C:5]([C:8]2[C:19](=[O:20])[N:18]([CH3:21])[C:11]3[N:12]=[C:13](SC)[N:14]=[CH:15][C:10]=3[CH:9]=2)=[CH:4][C:3]=1[NH:22][C:23]([NH:25][C:26]1[CH:31]=[C:30]([C:32]2[CH:37]=[CH:36][CH:35]=[CH:34][CH:33]=2)[N:29]=[CH:28][N:27]=1)=[O:24].[CH3:38][NH2:39].C1COCC1. (3) The reactants are [C:1]([O:5][C:6]([N:8]1[CH2:14][CH2:13][CH2:12][C@@H:11](O)[C:10]2[CH:16]=[C:17]([CH2:24][CH3:25])[C:18]([C:20]([F:23])([F:22])[F:21])=[CH:19][C:9]1=2)=[O:7])([CH3:4])([CH3:3])[CH3:2].C1(P([N:40]=[N+:41]=[N-:42])(C2C=CC=CC=2)=O)C=CC=CC=1.C1CCN2C(=NCCC2)CC1. The catalyst is C1(C)C=CC=CC=1. The product is [C:1]([O:5][C:6]([N:8]1[CH2:14][CH2:13][CH2:12][C@H:11]([N:40]=[N+:41]=[N-:42])[C:10]2[CH:16]=[C:17]([CH2:24][CH3:25])[C:18]([C:20]([F:23])([F:22])[F:21])=[CH:19][C:9]1=2)=[O:7])([CH3:4])([CH3:3])[CH3:2]. The yield is 0.710. (4) The reactants are [CH2:1]([O:8][C:9]1[CH:14]=[CH:13][C:12]([NH:15][C:16]2[C:17]3[CH:25]=[C:24](Cl)[N:23]=[CH:22][C:18]=3[N:19]=[CH:20][N:21]=2)=[CH:11][CH:10]=1)[C:2]1[CH:7]=[CH:6][CH:5]=[CH:4][CH:3]=1.[O:27]1CCO[CH:28]1[C:32]1[O:36][C:35]([Sn](CCCC)(CCCC)CCCC)=[CH:34][CH:33]=1. The catalyst is Cl. The product is [CH2:1]([O:8][C:9]1[CH:14]=[CH:13][C:12]([NH:15][C:16]2[C:17]3[CH:25]=[C:24]([C:35]4[O:36][C:32]([CH:28]=[O:27])=[CH:33][CH:34]=4)[N:23]=[CH:22][C:18]=3[N:19]=[CH:20][N:21]=2)=[CH:11][CH:10]=1)[C:2]1[CH:7]=[CH:6][CH:5]=[CH:4][CH:3]=1. The yield is 0.520. (5) The reactants are [F:1][C:2]1[CH:7]=[CH:6][C:5]([N:8]([C:18]2[CH:23]=[CH:22][C:21]([F:24])=[CH:20][CH:19]=2)[C:9]([NH:11][CH:12]2[CH2:17][CH2:16][NH:15][CH2:14][CH2:13]2)=[O:10])=[CH:4][CH:3]=1.[F:25][C:26]([F:41])([F:40])[C:27]1[CH:28]=[CH:29][C:30]([N:33]2[CH:37]=[CH:36][C:35]([CH:38]=O)=[CH:34]2)=[N:31][CH:32]=1.CCOC(C)=O. The catalyst is C(Cl)Cl. The product is [F:1][C:2]1[CH:7]=[CH:6][C:5]([N:8]([C:18]2[CH:19]=[CH:20][C:21]([F:24])=[CH:22][CH:23]=2)[C:9]([NH:11][CH:12]2[CH2:13][CH2:14][N:15]([CH2:38][C:35]3[CH:36]=[CH:37][N:33]([C:30]4[CH:29]=[CH:28][C:27]([C:26]([F:41])([F:25])[F:40])=[CH:32][N:31]=4)[CH:34]=3)[CH2:16][CH2:17]2)=[O:10])=[CH:4][CH:3]=1. The yield is 0.740. (6) The reactants are Cl.[CH3:2][O:3][C:4]([C:6]1([NH2:12])[CH2:11][CH2:10][CH2:9][CH2:8][CH2:7]1)=[O:5].[CH3:13][C:14]1[CH:18]=[CH:17][S:16][C:15]=1[C:19](Cl)=[O:20]. No catalyst specified. The product is [CH3:2][O:3][C:4]([C:6]1([NH:12][C:19]([C:15]2[S:16][CH:17]=[CH:18][C:14]=2[CH3:13])=[O:20])[CH2:7][CH2:8][CH2:9][CH2:10][CH2:11]1)=[O:5]. The yield is 0.470.